Dataset: Reaction yield outcomes from USPTO patents with 853,638 reactions. Task: Predict the reaction yield, written as a fraction of the theoretical maximum amount of product (1.0 means a 100% yield; for example, 0.34 means a 34% yield). (1) The reactants are [OH:1][B:2]1[C:6]2[CH:7]=[CH:8][C:9]([O:11][C:12]3[CH:22]=[CH:21][C:15]([C:16]([O:18]CC)=[O:17])=[CH:14][N:13]=3)=[CH:10][C:5]=2[CH2:4][O:3]1.Cl. The catalyst is C1COCC1.[OH-].[Na+]. The product is [OH:1][B:2]1[C:6]2[CH:7]=[CH:8][C:9]([O:11][C:12]3[CH:22]=[CH:21][C:15]([C:16]([OH:18])=[O:17])=[CH:14][N:13]=3)=[CH:10][C:5]=2[CH2:4][O:3]1. The yield is 0.948. (2) The reactants are C([O:8][C:9]1[C:10]([C:28]([F:31])([F:30])[F:29])=[C:11]2[C:16](=[CH:17][CH:18]=1)[CH:15]=[C:14]([C:19]1([NH2:27])[CH2:24][O:23][C:22]([CH3:26])([CH3:25])[O:21][CH2:20]1)[CH:13]=[CH:12]2)C1C=CC=CC=1.C(Cl)Cl.[C:35]([O:39][C:40](O[C:40]([O:39][C:35]([CH3:38])([CH3:37])[CH3:36])=[O:41])=[O:41])([CH3:38])([CH3:37])[CH3:36].C(N(CC)C(C)C)(C)C. No catalyst specified. The product is [OH:8][C:9]1[C:10]([C:28]([F:30])([F:31])[F:29])=[C:11]2[C:16](=[CH:17][CH:18]=1)[CH:15]=[C:14]([C:19]1([NH:27][C:40](=[O:41])[O:39][C:35]([CH3:38])([CH3:37])[CH3:36])[CH2:20][O:21][C:22]([CH3:25])([CH3:26])[O:23][CH2:24]1)[CH:13]=[CH:12]2. The yield is 0.680. (3) The reactants are [CH2:1]([C:3]1[C:7]([CH3:8])=[C:6]([NH:9][C:10](=[O:17])OCC(Cl)(Cl)Cl)[O:5][N:4]=1)[CH3:2].Cl.Cl.[F:20][C:21]1[C:26]([F:27])=[CH:25][CH:24]=[CH:23][C:22]=1[C:28]1[N:33]=[C:32]([N:34]2[CH2:39][CH2:38][NH:37][CH2:36][CH2:35]2)[CH:31]=[CH:30][N:29]=1.C(N(CC)CC)C. The catalyst is O. The product is [F:20][C:21]1[C:26]([F:27])=[CH:25][CH:24]=[CH:23][C:22]=1[C:28]1[N:33]=[C:32]([N:34]2[CH2:39][CH2:38][N:37]([C:10]([NH:9][C:6]3[O:5][N:4]=[C:3]([CH2:1][CH3:2])[C:7]=3[CH3:8])=[O:17])[CH2:36][CH2:35]2)[CH:31]=[CH:30][N:29]=1. The yield is 0.540.